Predict the reactants needed to synthesize the given product. From a dataset of Full USPTO retrosynthesis dataset with 1.9M reactions from patents (1976-2016). (1) The reactants are: [C:1]12([C:7]3[CH:12]=[CH:11][C:10]([N:13]4[CH2:17][C@H:16]([CH2:18][NH:19][C:20](=[O:22])[CH3:21])[O:15][C:14]4=[O:23])=[CH:9][CH:8]=3)[CH2:6][CH:5]1[CH2:4][NH:3][CH2:2]2.C(N(CC)CC)C.[CH3:31][S:32](Cl)(=[O:34])=[O:33]. Given the product [CH3:31][S:32]([N:3]1[CH2:4][CH:5]2[C:1]([C:7]3[CH:8]=[CH:9][C:10]([N:13]4[CH2:17][C@H:16]([CH2:18][NH:19][C:20](=[O:22])[CH3:21])[O:15][C:14]4=[O:23])=[CH:11][CH:12]=3)([CH2:6]2)[CH2:2]1)(=[O:34])=[O:33], predict the reactants needed to synthesize it. (2) Given the product [Cl:1][C:2]1[C:14]2[C:13]3[C:8](=[CH:9][CH:10]=[CH:11][CH:12]=3)[C@@:7]([C:16]([F:18])([F:19])[F:17])([OH:15])[C:6]=2[CH:5]=[C:4]([O:20][CH2:32][C@H:31]2[CH2:27][O:30]2)[CH:3]=1, predict the reactants needed to synthesize it. The reactants are: [Cl:1][C:2]1[C:14]2[C:13]3[C:8](=[CH:9][CH:10]=[CH:11][CH:12]=3)[C@@:7]([C:16]([F:19])([F:18])[F:17])([OH:15])[C:6]=2[CH:5]=[C:4]([OH:20])[CH:3]=1.C(=O)([O-])[O-].[K+].[K+].[C:27]([O:30][CH2:31][CH3:32])(=O)C.